From a dataset of Catalyst prediction with 721,799 reactions and 888 catalyst types from USPTO. Predict which catalyst facilitates the given reaction. (1) The catalyst class is: 73. Product: [CH3:24][O:23][C:21]1[CH:20]=[CH:19][C:15]2[N:16]=[C:17]([CH3:18])[C:12]3[N:13]([C:9]([C:4]4[CH:5]=[CH:6][CH:7]=[C:2]([O:28][C:27]([F:39])([F:38])[F:26])[CH:3]=4)=[N:10][C:11]=3[CH3:25])[C:14]=2[N:22]=1. Reactant: Cl[C:2]1[CH:3]=[C:4]([C:9]2[N:13]3[C:14]4[N:22]=[C:21]([O:23][CH3:24])[CH:20]=[CH:19][C:15]=4[N:16]=[C:17]([CH3:18])[C:12]3=[C:11]([CH3:25])[N:10]=2)[CH:5]=[C:6](Cl)[CH:7]=1.[F:26][C:27]([F:39])([F:38])[O:28]C1C=C(B(O)O)C=CC=1.C([O-])([O-])=O.[K+].[K+]. (2) Reactant: [C:1]([C:3]1[CH:4]=[CH:5][C:6]([N:9]2[CH2:14][CH2:13][CH:12]([NH:15]C(=O)OC(C)(C)C)[CH2:11][CH2:10]2)=[N:7][CH:8]=1)#[N:2].Cl.CCOC(C)=O. Product: [NH2:15][CH:12]1[CH2:13][CH2:14][N:9]([C:6]2[CH:5]=[CH:4][C:3]([C:1]#[N:2])=[CH:8][N:7]=2)[CH2:10][CH2:11]1. The catalyst class is: 2.